From a dataset of Forward reaction prediction with 1.9M reactions from USPTO patents (1976-2016). Predict the product of the given reaction. (1) Given the reactants [CH3:1][O:2][C:3]1[CH:8]=[CH:7][C:6]([NH:9][CH2:10][CH2:11][N:12]2[CH:21]=[CH:20][C:19]3[C:14](=[CH:15][C:16]([C:22]([O:24][CH3:25])=[O:23])=[CH:17][CH:18]=3)[C:13]2=[O:26])=[CH:5][CH:4]=1.[Cl:27][C:28]1[CH:35]=[CH:34][C:31]([CH:32]=O)=[CH:30][CH:29]=1, predict the reaction product. The product is: [Cl:27][C:28]1[CH:35]=[CH:34][C:31]([CH2:32][N:9]([C:6]2[CH:7]=[CH:8][C:3]([O:2][CH3:1])=[CH:4][CH:5]=2)[CH2:10][CH2:11][N:12]2[CH:21]=[CH:20][C:19]3[C:14](=[CH:15][C:16]([C:22]([O:24][CH3:25])=[O:23])=[CH:17][CH:18]=3)[C:13]2=[O:26])=[CH:30][CH:29]=1. (2) Given the reactants [CH3:1][C@:2]12[CH2:18][CH2:17][C@H:16]([OH:19])[CH2:15][C:14]1=[CH:13][CH2:12][CH:11]1[CH:3]2[C@@H:4]([OH:27])[CH2:5][C@@:6]2([CH3:26])[CH:10]1[CH2:9][CH2:8][C@@H:7]2[C:20]1([CH3:25])[O:24][CH2:23][CH2:22][O:21]1.C1C=C(Cl)C=C(C(OO)=[O:36])C=1, predict the reaction product. The product is: [CH3:26][C@@:6]12[C@@H:7]([C:20]3([CH3:25])[O:21][CH2:22][CH2:23][O:24]3)[CH2:8][CH2:9][CH:10]1[CH:11]1[CH:3]([C@@H:4]([OH:27])[CH2:5]2)[C@:2]2([CH3:1])[C:14]3([CH2:15][C@@H:16]([OH:19])[CH2:17][CH2:18]2)[O:36][CH:13]3[CH2:12]1.